Dataset: Full USPTO retrosynthesis dataset with 1.9M reactions from patents (1976-2016). Task: Predict the reactants needed to synthesize the given product. Given the product [OH:18][CH2:17][C@H:14]1[CH2:15][CH2:16][N:12]([C:10]2[C:9]3[C:8](=[O:19])[N:7]([CH3:20])[CH:6]=[N:5][C:4]=3[CH:3]=[C:2]([C:29]3[CH:30]=[CH:31][C:32]([N:35]4[CH2:36][CH2:37][O:38][CH2:39][CH2:40]4)=[CH:33][CH:34]=3)[N:11]=2)[CH2:13]1, predict the reactants needed to synthesize it. The reactants are: Cl[C:2]1[N:11]=[C:10]([N:12]2[CH2:16][CH2:15][C@H:14]([CH2:17][OH:18])[CH2:13]2)[C:9]2[C:8](=[O:19])[N:7]([CH3:20])[CH:6]=[N:5][C:4]=2[CH:3]=1.CC1(C)C(C)(C)OB([C:29]2[CH:34]=[CH:33][C:32]([N:35]3[CH2:40][CH2:39][O:38][CH2:37][CH2:36]3)=[CH:31][CH:30]=2)O1.C([O-])([O-])=O.[K+].[K+].CC(O)C.